This data is from Full USPTO retrosynthesis dataset with 1.9M reactions from patents (1976-2016). The task is: Predict the reactants needed to synthesize the given product. Given the product [NH2:20][C:12]1[O:13][C@H:14]([C:16]([F:19])([F:18])[F:17])[CH2:15][C@:10]([C:4]2[CH:3]=[C:2]([NH:31][C:29](=[O:30])[C:26]3[CH:25]=[CH:24][C:23]([Cl:22])=[CH:28][N:27]=3)[CH:7]=[N:6][C:5]=2[O:8][CH3:9])([CH3:21])[N:11]=1, predict the reactants needed to synthesize it. The reactants are: Br[C:2]1[CH:3]=[C:4]([C@:10]2([CH3:21])[CH2:15][C@@H:14]([C:16]([F:19])([F:18])[F:17])[O:13][C:12]([NH2:20])=[N:11]2)[C:5]([O:8][CH3:9])=[N:6][CH:7]=1.[Cl:22][C:23]1[CH:24]=[CH:25][C:26]([C:29]([NH2:31])=[O:30])=[N:27][CH:28]=1.C(=O)([O-])[O-].[K+].[K+].